This data is from Forward reaction prediction with 1.9M reactions from USPTO patents (1976-2016). The task is: Predict the product of the given reaction. (1) Given the reactants [CH2:1]([N:8]1[CH2:12][CH2:11][CH2:10][C:9]1=[O:13])[C:2]1[CH:7]=[CH:6][CH:5]=[CH:4][CH:3]=1.[O:14]=C[C@@H]([C@H]([C@@H]([C@@H](CO)O)O)O)O.C(OC(N1CC(O)CC1=O)=O)C1C=CC=CC=1, predict the reaction product. The product is: [CH2:1]([N:8]1[CH2:12][CH:11]([OH:14])[CH2:10][C:9]1=[O:13])[C:2]1[CH:7]=[CH:6][CH:5]=[CH:4][CH:3]=1. (2) Given the reactants [N:1]1[CH:6]=[CH:5][CH:4]=[C:3]([C:7]#[N:8])[CH:2]=1.[N-:9]=[N+:10]=[N-:11].[Na+].[Cl-].[NH4+].Cl, predict the reaction product. The product is: [N:8]1[NH:9][N:10]=[N:11][C:7]=1[C:3]1[CH:2]=[N:1][CH:6]=[CH:5][CH:4]=1.